This data is from Full USPTO retrosynthesis dataset with 1.9M reactions from patents (1976-2016). The task is: Predict the reactants needed to synthesize the given product. (1) The reactants are: [NH:1]1[CH2:6][CH2:5][O:4][C@H:3]([C:7]2[CH:8]=[CH:9][C:10]([NH2:13])=[N:11][CH:12]=2)[CH2:2]1.[C:14]1([CH2:20][CH:21]=O)[CH:19]=[CH:18][CH:17]=[CH:16][CH:15]=1.C(O[BH-](OC(=O)C)OC(=O)C)(=O)C.[Na+]. Given the product [C:14]1([CH2:20][CH2:21][N:1]2[CH2:6][CH2:5][O:4][C@H:3]([C:7]3[CH:8]=[CH:9][C:10]([NH2:13])=[N:11][CH:12]=3)[CH2:2]2)[CH:19]=[CH:18][CH:17]=[CH:16][CH:15]=1, predict the reactants needed to synthesize it. (2) Given the product [CH2:24]([O:23][C:21](=[O:22])[CH2:20][O:19][CH2:18][CH2:17][O:16][CH:4]([N:1]=[N+:2]=[N-:3])[CH2:5][O:6][C:7]1[CH:15]=[CH:14][CH:13]=[C:9]([C:10](=[O:12])[NH:40][CH2:39][CH2:38][C:26]([O:28][C:29]([CH3:30])([CH3:31])[CH3:32])=[O:27])[CH:8]=1)[CH3:25], predict the reactants needed to synthesize it. The reactants are: [N:1]([CH:4]([O:16][CH2:17][CH2:18][O:19][CH2:20][C:21]([O:23][CH2:24][CH3:25])=[O:22])[CH2:5][O:6][C:7]1[CH:8]=[C:9]([CH:13]=[CH:14][CH:15]=1)[C:10]([OH:12])=O)=[N+:2]=[N-:3].[C:26](NCCN)([O:28][C:29]([CH3:32])([CH3:31])[CH3:30])=[O:27].C1C[N:40]([P+](ON2N=NC3C=CC=CC2=3)(N2CCCC2)N2CCCC2)[CH2:39][CH2:38]1.F[P-](F)(F)(F)(F)F.CCN(C(C)C)C(C)C. (3) Given the product [NH2:3][C:6]1[CH:10]=[N:9][N:8]([CH2:11][C:12]2[O:16][C:15]([C:17](=[O:19])[CH3:18])=[CH:14][CH:13]=2)[N:7]=1, predict the reactants needed to synthesize it. The reactants are: N#N.[N+:3]([C:6]1[CH:10]=[N:9][N:8]([CH2:11][C:12]2[O:16][C:15]([C:17](=[O:19])[CH3:18])=[CH:14][CH:13]=2)[N:7]=1)([O-])=O.[NH4+].[Cl-]. (4) Given the product [F:16][CH:2]([F:1])[C@H:3]1[CH2:8][C@H:7]([C:9](=[O:11])[CH2:33][C:32]([O:31][CH2:29][CH3:30])=[O:37])[CH2:6][CH2:5][N:4]1[C:12]([O:14][CH3:15])=[O:13].[F:16][CH:2]([F:1])[C@H:3]1[CH2:8][C@@H:7]([C:34](=[O:36])[CH2:33][C:32]([O:31][CH2:29][CH3:30])=[O:37])[CH2:6][CH2:5][N:4]1[C:12]([O:14][CH3:15])=[O:13], predict the reactants needed to synthesize it. The reactants are: [F:1][CH:2]([F:16])[CH:3]1[CH2:8][CH:7]([C:9]([OH:11])=O)[CH2:6][CH2:5][N:4]1[C:12]([O:14][CH3:15])=[O:13].N1(C(N2C=CN=C2)=O)C=CN=C1.[CH2:29]([O:31][C:32](=[O:37])[CH2:33][C:34]([O-:36])=O)[CH3:30].[K+].[Cl-].[Mg+2].[Cl-].[NH4+].[Cl-]. (5) Given the product [F:2][C:3]1([F:9])[CH2:8][CH2:7][N:6]([N:12]=[O:13])[CH2:5][CH2:4]1, predict the reactants needed to synthesize it. The reactants are: Cl.[F:2][C:3]1([F:9])[CH2:8][CH2:7][NH:6][CH2:5][CH2:4]1.[OH-].[Na+].[N:12]([O-])=[O:13].[Na+].C(=O)([O-])O.[Na+]. (6) Given the product [ClH:15].[NH2:6][O:7][CH2:8][CH2:9][C:10]([NH:11][CH2:12][CH3:13])=[O:14], predict the reactants needed to synthesize it. The reactants are: C(OC(=[N:6][O:7][CH2:8][CH2:9][C:10](=[O:14])[NH:11][CH2:12][CH3:13])C)C.[ClH:15].